Dataset: Forward reaction prediction with 1.9M reactions from USPTO patents (1976-2016). Task: Predict the product of the given reaction. (1) The product is: [CH2:56]([N:53]1[C:48]2=[N:49][C:50]([CH2:51][CH3:52])=[C:45]([CH2:44][NH:43][C:7]([C:4]3[CH:5]=[CH:6][N:2]([CH3:1])[N:3]=3)=[O:9])[C:46]([NH:58][CH:59]3[CH2:60][CH2:61][O:62][CH2:63][CH2:64]3)=[C:47]2[CH:55]=[N:54]1)[CH3:57]. Given the reactants [CH3:1][N:2]1[CH:6]=[CH:5][C:4]([C:7]([OH:9])=O)=[N:3]1.CN(C(ON1N=NC2C=CC=CC1=2)=[N+](C)C)C.F[P-](F)(F)(F)(F)F.C(N(C(C)C)CC)(C)C.[NH2:43][CH2:44][C:45]1[C:50]([CH2:51][CH3:52])=[N:49][C:48]2[N:53]([CH2:56][CH3:57])[N:54]=[CH:55][C:47]=2[C:46]=1[NH:58][CH:59]1[CH2:64][CH2:63][O:62][CH2:61][CH2:60]1, predict the reaction product. (2) The product is: [Cl:1][C:2]1[CH:3]=[C:4]([N+:17]([O-:19])=[O:18])[C:5]([CH3:11])=[C:6]([CH:10]=1)[C:7]([OH:9])=[O:8]. Given the reactants [Cl:1][C:2]1[CH:3]=[CH:4][C:5]([CH3:11])=[C:6]([CH:10]=1)[C:7]([OH:9])=[O:8].OS(O)(=O)=O.[N+:17]([O-])([OH:19])=[O:18], predict the reaction product. (3) Given the reactants N1C=CN=C1.[I:6]I.C1(P(C2C=CC=CC=2)C2C=CC=CC=2)C=CC=CC=1.[F:27][C@@H:28]([CH2:38]O)[CH2:29][NH:30][C:31](=[O:37])[O:32][C:33]([CH3:36])([CH3:35])[CH3:34], predict the reaction product. The product is: [F:27][C@@H:28]([CH2:38][I:6])[CH2:29][NH:30][C:31](=[O:37])[O:32][C:33]([CH3:36])([CH3:35])[CH3:34]. (4) Given the reactants [CH3:1][N:2]1[C:6]2[CH:7]=[C:8]([C:11]3[CH2:17][C@H:16]4[N:13]([C:14](=[O:25])[C@@H:15]4[C@H:18]([O:20][Si](C)(C)C)[CH3:19])[C:12]=3[C:26]([O:28][CH2:29][CH:30]=[CH2:31])=[O:27])[CH:9]=[CH:10][C:5]=2[O:4][C:3]1=[O:32].Cl.C(=O)([O-])O.[Na+], predict the reaction product. The product is: [OH:20][C@@H:18]([C@H:15]1[C:14](=[O:25])[N:13]2[C@@H:16]1[CH2:17][C:11]([C:8]1[CH:9]=[CH:10][C:5]3[O:4][C:3](=[O:32])[N:2]([CH3:1])[C:6]=3[CH:7]=1)=[C:12]2[C:26]([O:28][CH2:29][CH:30]=[CH2:31])=[O:27])[CH3:19]. (5) Given the reactants Br[C:2]1[CH:3]=[C:4]([CH:17]=[CH:18][CH:19]=1)[O:5][CH:6]([CH2:13][CH:14]([CH3:16])[CH3:15])[C:7]([NH:9][CH2:10][C:11]#[N:12])=[O:8].[CH:20]([Si:23]([CH:45]([CH3:47])[CH3:46])([CH:42]([CH3:44])[CH3:43])[O:24][C:25]([N:27]1[CH2:32][CH2:31][N:30]([C:33]2[CH:38]=[CH:37][C:36](B(O)O)=[CH:35][CH:34]=2)[CH2:29][CH2:28]1)=[O:26])([CH3:22])[CH3:21].C(=O)([O-])[O-].[K+].[K+].ClCCl, predict the reaction product. The product is: [C:11]([CH2:10][NH:9][C:7]([CH:6]([O:5][C:4]1[CH:3]=[C:2]([C:36]2[CH:35]=[CH:34][C:33]([N:30]3[CH2:31][CH2:32][N:27]([C:25]([O:24][Si:23]([CH:42]([CH3:44])[CH3:43])([CH:45]([CH3:47])[CH3:46])[CH:20]([CH3:21])[CH3:22])=[O:26])[CH2:28][CH2:29]3)=[CH:38][CH:37]=2)[CH:19]=[CH:18][CH:17]=1)[CH2:13][CH:14]([CH3:16])[CH3:15])=[O:8])#[N:12]. (6) Given the reactants Cl[C:2]1[N:7]2[N:8]=[C:9]([CH3:11])[CH:10]=[C:6]2[N:5]=[C:4]([NH:12][C:13](=[O:24])[C:14]2[CH:19]=[CH:18][C:17]([C:20]([OH:23])([CH3:22])[CH3:21])=[CH:16][CH:15]=2)[CH:3]=1.[O:25]1[CH2:30][CH2:29][O:28][C:27]2[CH:31]=[C:32](B(O)O)[CH:33]=[CH:34][C:26]1=2.O1CCOCC1, predict the reaction product. The product is: [O:25]1[CH2:30][CH2:29][O:28][C:27]2[CH:31]=[C:32]([C:2]3[N:7]4[N:8]=[C:9]([CH3:11])[CH:10]=[C:6]4[N:5]=[C:4]([NH:12][C:13](=[O:24])[C:14]4[CH:19]=[CH:18][C:17]([C:20]([OH:23])([CH3:22])[CH3:21])=[CH:16][CH:15]=4)[CH:3]=3)[CH:33]=[CH:34][C:26]1=2.